This data is from NCI-60 drug combinations with 297,098 pairs across 59 cell lines. The task is: Regression. Given two drug SMILES strings and cell line genomic features, predict the synergy score measuring deviation from expected non-interaction effect. (1) Drug 1: CC1=CC=C(C=C1)C2=CC(=NN2C3=CC=C(C=C3)S(=O)(=O)N)C(F)(F)F. Drug 2: CC(C)(C#N)C1=CC(=CC(=C1)CN2C=NC=N2)C(C)(C)C#N. Cell line: CCRF-CEM. Synergy scores: CSS=10.1, Synergy_ZIP=2.15, Synergy_Bliss=9.40, Synergy_Loewe=4.11, Synergy_HSA=5.02. (2) Drug 1: CC12CCC3C(C1CCC2=O)CC(=C)C4=CC(=O)C=CC34C. Drug 2: B(C(CC(C)C)NC(=O)C(CC1=CC=CC=C1)NC(=O)C2=NC=CN=C2)(O)O. Cell line: HT29. Synergy scores: CSS=28.2, Synergy_ZIP=1.89, Synergy_Bliss=-2.47, Synergy_Loewe=-2.82, Synergy_HSA=-3.25.